From a dataset of hERG Central: cardiac toxicity at 1µM, 10µM, and general inhibition. Predict hERG channel inhibition at various concentrations. (1) The compound is CCOC(=O)N1CCC(NC(=O)C2CCCN(Cc3nc(-c4cccc(Cl)c4)oc3C)C2)CC1. Results: hERG_inhib (hERG inhibition (general)): blocker. (2) The compound is OC(CCCN1CCC(O)(c2ccc(Cl)cc2)CC1)c1ccc(F)cc1. Results: hERG_inhib (hERG inhibition (general)): blocker. (3) The drug is CCNC(=O)c1cc2c(=O)n3cccc(C)c3nc2n(Cc2ccc(C)cc2)c1=N. Results: hERG_inhib (hERG inhibition (general)): blocker. (4) The drug is COc1ccc(C[C@H]2CN3C(=NC[C@@H]3C(C)C)N2C[C@H](C)NC(=O)c2ccc(C)c(Br)c2)cc1. Results: hERG_inhib (hERG inhibition (general)): blocker. (5) The compound is O=C(CCNC(=O)c1ccc([N+](=O)[O-])cc1)Nc1ccc(Cl)c(S(=O)(=O)N2CCOCC2)c1. Results: hERG_inhib (hERG inhibition (general)): blocker. (6) The drug is N#Cc1ccc(NC(=O)CCc2ccc(S(=O)(=O)N3CCOCC3)cc2)cc1. Results: hERG_inhib (hERG inhibition (general)): blocker.